This data is from Reaction yield outcomes from USPTO patents with 853,638 reactions. The task is: Predict the reaction yield, written as a fraction of the theoretical maximum amount of product (1.0 means a 100% yield; for example, 0.34 means a 34% yield). The reactants are Br[C:2]1[C:11]2[CH2:10][N:9]([CH2:12][CH2:13][CH3:14])[CH2:8][CH2:7][C:6]=2[C:5]([NH2:15])=[C:4]([N+:16]([O-])=O)[CH:3]=1. The catalyst is CO.[Pd]. The product is [CH2:12]([N:9]1[CH2:8][CH2:7][C:6]2[C:11](=[CH:2][CH:3]=[C:4]([NH2:16])[C:5]=2[NH2:15])[CH2:10]1)[CH2:13][CH3:14]. The yield is 0.930.